This data is from Full USPTO retrosynthesis dataset with 1.9M reactions from patents (1976-2016). The task is: Predict the reactants needed to synthesize the given product. (1) Given the product [Cl:1][C:2]1[CH:7]=[CH:6][C:5]([C:8]2[CH:13]=[CH:12][N:11]3[C:14](=[O:17])[N:15]([CH2:31][C:32]4[CH:33]=[CH:34][C:35]([S:38]([CH3:41])(=[O:40])=[O:39])=[CH:36][CH:37]=4)[N:16]=[C:10]3[C:9]=2[C:18]2[CH:19]=[CH:20][N:21]=[CH:22][CH:23]=2)=[CH:4][CH:3]=1, predict the reactants needed to synthesize it. The reactants are: [Cl:1][C:2]1[CH:7]=[CH:6][C:5]([C:8]2[CH:13]=[CH:12][N:11]3[C:14](=[O:17])[NH:15][N:16]=[C:10]3[C:9]=2[C:18]2[CH:23]=[CH:22][N:21]=[CH:20][CH:19]=2)=[CH:4][CH:3]=1.C([O-])([O-])=O.[K+].[K+].Cl[CH2:31][C:32]1[CH:37]=[CH:36][C:35]([S:38]([CH3:41])(=[O:40])=[O:39])=[CH:34][CH:33]=1.O. (2) Given the product [C:1]([OH:8])(=[O:7])[CH2:2][CH2:3][C:4]([OH:6])=[O:5].[F:9][C:10]1[C:11]([CH2:32][NH:33][CH3:34])=[CH:12][N:13]([S:22]([C:25]2[CH:30]=[C:29]([CH3:31])[CH:28]=[CH:27][N:26]=2)(=[O:24])=[O:23])[C:14]=1[C:15]1[C:16]([F:21])=[N:17][CH:18]=[CH:19][CH:20]=1, predict the reactants needed to synthesize it. The reactants are: [C:1]([OH:8])(=[O:7])[CH2:2][CH2:3][C:4]([OH:6])=[O:5].[F:9][C:10]1[C:11]([CH2:32][NH:33][CH3:34])=[CH:12][N:13]([S:22]([C:25]2[CH:30]=[C:29]([CH3:31])[CH:28]=[CH:27][N:26]=2)(=[O:24])=[O:23])[C:14]=1[C:15]1[C:16]([F:21])=[N:17][CH:18]=[CH:19][CH:20]=1. (3) Given the product [N:1]1[CH:2]=[CH:3][N:4]2[C:9]=1[CH:8]=[C:7]([C:10]1[CH:15]=[CH:14][N:13]([CH2:19][CH2:20][CH2:21][N:22]3[CH2:27][CH2:26][CH2:25][CH2:24][CH2:23]3)[C:12](=[O:16])[CH:11]=1)[CH:6]=[N:5]2, predict the reactants needed to synthesize it. The reactants are: [N:1]1[CH:2]=[CH:3][N:4]2[C:9]=1[CH:8]=[C:7]([C:10]1[CH:15]=[CH:14][N:13]=[C:12]([OH:16])[CH:11]=1)[CH:6]=[N:5]2.Cl.Cl[CH2:19][CH2:20][CH2:21][N:22]1[CH2:27][CH2:26][CH2:25][CH2:24][CH2:23]1.[I-].[Na+].C([O-])(O)=O.[Na+]. (4) The reactants are: [CH3:1][C:2]1[CH:7]=[CH:6][C:5]([NH2:8])=[CH:4][C:3]=1[CH:9]1[CH2:14][CH2:13][N:12]([CH2:15][C:16]2[CH:21]=[CH:20][C:19]([O:22][C:23]3[CH:28]=[C:27]([F:29])[C:26]([F:30])=[CH:25][C:24]=3[F:31])=[CH:18][CH:17]=2)[CH2:11][CH2:10]1.[C:32]([O:36][N:37]([CH2:41][C:42](O)=[O:43])[C:38]([CH3:40])=[O:39])([CH3:35])([CH3:34])[CH3:33].CN(C(ON1N=NC2C=CC=NC1=2)=[N+](C)C)C.F[P-](F)(F)(F)(F)F.C(N(C(C)C)CC)(C)C. Given the product [C:32]([O:36][N:37]([CH2:41][C:42]([NH:8][C:5]1[CH:6]=[CH:7][C:2]([CH3:1])=[C:3]([CH:9]2[CH2:10][CH2:11][N:12]([CH2:15][C:16]3[CH:17]=[CH:18][C:19]([O:22][C:23]4[CH:28]=[C:27]([F:29])[C:26]([F:30])=[CH:25][C:24]=4[F:31])=[CH:20][CH:21]=3)[CH2:13][CH2:14]2)[CH:4]=1)=[O:43])[C:38]([CH3:40])=[O:39])([CH3:35])([CH3:34])[CH3:33], predict the reactants needed to synthesize it. (5) Given the product [Cl:28][C:29]1[CH:30]=[CH:31][C:32]([F:36])=[C:33]([NH:34][C:2]2[CH:7]=[C:6]([NH:8][CH2:16][CH:17]([N:19]3[CH2:20][CH2:21][O:22][CH2:23][CH2:24]3)[CH3:18])[N:5]3[N:25]=[CH:26][CH:27]=[C:4]3[N:3]=2)[CH:35]=1, predict the reactants needed to synthesize it. The reactants are: Cl[C:2]1[CH:7]=[C:6]([N:8]([CH2:16][CH:17]([N:19]2[CH2:24][CH2:23][O:22][CH2:21][CH2:20]2)[CH3:18])C(=O)OC(C)(C)C)[N:5]2[N:25]=[CH:26][CH:27]=[C:4]2[N:3]=1.[Cl:28][C:29]1[CH:30]=[CH:31][C:32]([F:36])=[C:33]([CH:35]=1)[NH2:34].[Li+].C[Si]([N-][Si](C)(C)C)(C)C.CC(C1C=C(C(C)C)C(C2C=CC=CC=2P(C2CCCCC2)C2CCCCC2)=C(C(C)C)C=1)C. (6) Given the product [F:1][C:2]([F:7])([F:6])[C:3]([OH:5])=[O:4].[N+:8]([C:11]1[CH:16]=[CH:15][C:14]([N:17]2[CH2:22][CH2:21][CH2:20][C@@H:19]([NH2:23])[CH2:18]2)=[CH:13][C:12]=1[O:31][CH:32]([CH3:34])[CH3:33])([O-:10])=[O:9], predict the reactants needed to synthesize it. The reactants are: [F:1][C:2]([F:7])([F:6])[C:3]([OH:5])=[O:4].[N+:8]([C:11]1[CH:16]=[CH:15][C:14]([N:17]2[CH2:22][CH2:21][CH2:20][C@@H:19]([NH:23]C(=O)OC(C)(C)C)[CH2:18]2)=[CH:13][C:12]=1[O:31][CH:32]([CH3:34])[CH3:33])([O-:10])=[O:9]. (7) Given the product [CH3:1][O:2][C:3]1[CH:10]=[CH:9][C:6]([CH2:7][N:22]2[CH:23]=[C:19]([B:14]3[O:13][C:12]([CH3:24])([CH3:11])[C:16]([CH3:18])([CH3:17])[O:15]3)[CH:20]=[N:21]2)=[CH:5][CH:4]=1, predict the reactants needed to synthesize it. The reactants are: [CH3:1][O:2][C:3]1[CH:10]=[CH:9][C:6]([CH2:7]Cl)=[CH:5][CH:4]=1.[CH3:11][C:12]1([CH3:24])[C:16]([CH3:18])([CH3:17])[O:15][B:14]([C:19]2[CH:20]=[N:21][NH:22][CH:23]=2)[O:13]1.C(=O)([O-])[O-].[Cs+].[Cs+]. (8) Given the product [C:42]1([N:41]([C:35]2[CH:36]=[CH:37][CH:38]=[CH:39][CH:40]=2)[C:2]2[CH:3]=[CH:4][C:6]([CH:5]=[CH2:9])=[CH:8][CH:23]=2)[CH:43]=[CH:44][CH:45]=[CH:48][CH:49]=1.[CH3:1][CH2:2][CH2:3][CH2:4][CH2:5][CH3:6], predict the reactants needed to synthesize it. The reactants are: [CH3:1][C:2]([CH3:23])=[CH:3][CH:4]1[C:6]([CH3:8])(C)[CH:5]1[C:9](OCN1C(=O)N(CC#C)CC1=O)=O.CC(C)([O-])C.[K+].O1CCCC1.[C:35]1([N:41](C2C=CC=CC=2)[C:42]2[CH:49]=[CH:48][C:45](C=O)=[CH:44][CH:43]=2)[CH:40]=[CH:39][CH:38]=[CH:37][CH:36]=1. (9) Given the product [CH:16]([C@@H:15]1[NH:14][C:13](=[O:28])[C@H:12]([NH:29][C:30](=[O:46])[O:31][CH2:32][CH:33]2[C:34]3[CH:9]=[CH:10][CH:5]=[CH:6][C:7]=3[C:8]3[C:45]2=[CH:44][CH:43]=[CH:42][CH:11]=3)[CH2:11][C:8]2=[CH:9][CH:10]=[C:5]([CH:6]=[CH:7]2)[O:4][CH2:1][CH:32]=[CH:33][CH2:45][CH2:44][CH2:43][CH2:42][CH2:21][O:20][CH2:19]1)([CH3:17])[CH3:18], predict the reactants needed to synthesize it. The reactants are: [CH2:1]([O:4][C:5]1[CH:10]=[CH:9][C:8]([CH2:11][C@@H:12]([NH:29][C:30](=[O:46])[O:31][CH2:32][CH:33]2[C:45]3[CH:44]=[CH:43][CH:42]=CC=3C3[C:34]2=CC=CC=3)[C:13](=[O:28])[NH:14][C@H:15]([CH2:19][O:20][CH2:21]CCCCC=C)[CH:16]([CH3:18])[CH3:17])=[CH:7][CH:6]=1)C=C.